This data is from Forward reaction prediction with 1.9M reactions from USPTO patents (1976-2016). The task is: Predict the product of the given reaction. (1) Given the reactants [Br:1][C:2]1[CH:7]=[CH:6][CH:5]=[CH:4][C:3]=1[N:8]1[C:13](=[O:14])[CH2:12][C:11](=[O:15])[N:10]([CH2:16][C:17]2[CH:22]=[CH:21][C:20]([C:23]([CH3:26])([CH3:25])[CH3:24])=[CH:19][CH:18]=2)[C:9]1=[O:27].C(N(C(C)C)CC)(C)C.[N:37]([CH2:40][C:41]([O:43]CC)=[O:42])=[C:38]=[O:39], predict the reaction product. The product is: [Br:1][C:2]1[CH:7]=[CH:6][CH:5]=[CH:4][C:3]=1[N:8]1[C:13]([OH:14])=[C:12]([C:38]([NH:37][CH2:40][C:41]([OH:43])=[O:42])=[O:39])[C:11](=[O:15])[N:10]([CH2:16][C:17]2[CH:18]=[CH:19][C:20]([C:23]([CH3:24])([CH3:26])[CH3:25])=[CH:21][CH:22]=2)[C:9]1=[O:27]. (2) Given the reactants [CH2:1]([O:3][C:4]([CH:6]1[CH2:11][CH2:10][N:9]([C:12]([O:14][C:15]([CH3:18])([CH3:17])[CH3:16])=[O:13])[CH2:8][CH2:7]1)=[O:5])[CH3:2].C[Si]([N-][Si](C)(C)C)(C)C.[Na+].[Cl:29][C:30]1[CH:35]=[C:34](I)[CH:33]=[CH:32][N:31]=1.[Cl-].[NH4+], predict the reaction product. The product is: [Cl:29][C:30]1[CH:35]=[C:34]([C:6]2([C:4]([O:3][CH2:1][CH3:2])=[O:5])[CH2:11][CH2:10][N:9]([C:12]([O:14][C:15]([CH3:17])([CH3:16])[CH3:18])=[O:13])[CH2:8][CH2:7]2)[CH:33]=[CH:32][N:31]=1. (3) Given the reactants P([O-])([O-])([O-])=O.[K+].[K+].[K+].C1(C(O)C)C=CC=CC=1.O=C[C@@H]([C@H]([C@@H]([C@@H](CO)O)O)O)O.C1C=[N+]([C@@H]2O[C@H](COP(OP(OC[C@H]3O[C@@H](N4C5N=CN=C(N)C=5N=C4)[C@H](O)[C@@H]3O)(O)=O)(O)=O)[C@@H](O)[C@H]2O)C=C(C(N)=O)C=1.[CH:74]1[CH:79]=[N+:78]([C@@H:80]2[O:84][C@H:83]([CH2:85][O:86][P:87]([O:90][P:91]([O:94][CH2:95][C@H:96]3[O:100][C@@H:99]([N:101]4[C:105]5[N:106]=[CH:107][N:108]=[C:109]([NH2:110])[C:104]=5[N:103]=[CH:102]4)[C@H:98]([O:111][P:112]([OH:115])([OH:114])=[O:113])[C@@H:97]3[OH:116])([OH:93])=[O:92])([OH:89])=[O:88])[C@@H:82]([OH:117])[C@H:81]2[OH:118])[CH:77]=[C:76]([C:119]([NH2:121])=[O:120])[CH:75]=1, predict the reaction product. The product is: [CH:107]1[N:108]=[C:109]([NH2:110])[C:104]2[N:103]=[CH:102][N:101]([C@@H:99]3[O:100][C@H:96]([CH2:95][O:94][P:91]([O:90][P:87]([O:86][CH2:85][C@H:83]4[O:84][C@@H:80]([N:78]5[CH:77]=[C:76]([C:119]([NH2:121])=[O:120])[CH2:75][CH:74]=[CH:79]5)[C@H:81]([OH:118])[C@@H:82]4[OH:117])([OH:89])=[O:88])([OH:93])=[O:92])[C@@H:97]([OH:116])[C@H:98]3[O:111][P:112]([OH:115])([OH:114])=[O:113])[C:105]=2[N:106]=1. (4) Given the reactants C1CCN2C(=NCCC2)CC1.[CH3:12][O:13][C:14]1[CH:21]=[CH:20][C:17]([CH:18]=[O:19])=[CH:16][CH:15]=1.[N:22]([C:24]1[CH:29]=[CH:28][CH:27]=[CH:26][CH:25]=1)=[O:23], predict the reaction product. The product is: [OH:23][N:22]([C:24]1[CH:29]=[CH:28][CH:27]=[CH:26][CH:25]=1)[C:18](=[O:19])[C:17]1[CH:20]=[CH:21][C:14]([O:13][CH3:12])=[CH:15][CH:16]=1. (5) Given the reactants [Br:1]N1C(=O)CCC1=O.[Cl:9][C:10]1[CH:19]=[CH:18][C:17]2[C:12](=[CH:13][CH:14]=[C:15]([CH3:20])[CH:16]=2)[N:11]=1, predict the reaction product. The product is: [Br:1][CH2:20][C:15]1[CH:16]=[C:17]2[C:12](=[CH:13][CH:14]=1)[N:11]=[C:10]([Cl:9])[CH:19]=[CH:18]2. (6) Given the reactants [Cl:1][C:2]1[C:9]([CH3:10])=[C:8](F)[CH:7]=[CH:6][C:3]=1[C:4]#[N:5].Cl.[NH2:13][C@H:14]1[CH2:19][CH2:18][CH2:17][CH2:16][C@H:15]1[OH:20].C(=O)(O)[O-].[Na+].O, predict the reaction product. The product is: [Cl:1][C:2]1[C:9]([CH3:10])=[C:8]([NH:13][C@H:14]2[CH2:19][CH2:18][CH2:17][CH2:16][C@H:15]2[OH:20])[CH:7]=[CH:6][C:3]=1[C:4]#[N:5]. (7) Given the reactants [Pb](Cl)Cl.Br[CH2:5]Br.[F:7][C:8]1[CH:9]=[CH:10][CH:11]=[C:12]2[C:17]=1[O:16][CH2:15][CH2:14][C:13]2=O.Cl, predict the reaction product. The product is: [F:7][C:8]1[CH:9]=[CH:10][CH:11]=[C:12]2[C:17]=1[O:16][CH2:15][CH2:14][C:13]2=[CH2:5].